Dataset: Reaction yield outcomes from USPTO patents with 853,638 reactions. Task: Predict the reaction yield, written as a fraction of the theoretical maximum amount of product (1.0 means a 100% yield; for example, 0.34 means a 34% yield). (1) The reactants are [CH3:1][C:2]12[CH2:27][CH:6]([N:7]([C:9]([C:11]3[CH:26]=[CH:25][C:14]([O:15][CH:16]4[CH2:21][CH2:20][CH:19]([C:22](O)=[O:23])[CH2:18][CH2:17]4)=[CH:13][CH:12]=3)=[O:10])[CH2:8]1)[CH2:5][C:4]([CH3:29])([CH3:28])[CH2:3]2.S(Cl)(Cl)=O.C[N:35](C=O)C. The catalyst is C(Cl)Cl. The product is [CH3:1][C:2]12[CH2:27][CH:6]([N:7]([C:9]([C:11]3[CH:26]=[CH:25][C:14]([O:15][CH:16]4[CH2:21][CH2:20][CH:19]([C:22]([NH2:35])=[O:23])[CH2:18][CH2:17]4)=[CH:13][CH:12]=3)=[O:10])[CH2:8]1)[CH2:5][C:4]([CH3:29])([CH3:28])[CH2:3]2. The yield is 0.880. (2) The reactants are [CH3:1][O:2][C:3](=[O:14])[C:4]1[CH:9]=[C:8](Br)[C:7]([F:11])=[CH:6][C:5]=1[O:12][CH3:13].[C:15]1(B(O)O)[CH:20]=[CH:19][CH:18]=[CH:17][CH:16]=1. The catalyst is OO. The product is [CH3:1][O:2][C:3]([C:4]1[CH:9]=[C:8]([C:15]2[CH:20]=[CH:19][CH:18]=[CH:17][CH:16]=2)[C:7]([F:11])=[CH:6][C:5]=1[O:12][CH3:13])=[O:14]. The yield is 0.910. (3) The reactants are N12CCCN=C1CCCCC2.Cl.[NH2:13][CH2:14][C:15]1[CH:23]=[CH:22][CH:21]=[C:20]2[C:16]=1[C:17](=[O:33])[N:18]([CH:25]1[CH2:30][CH2:29][C:28](=[O:31])[NH:27][C:26]1=[O:32])[C:19]2=[O:24].[N+](C1C=CC([N:43]([CH:47]2[CH2:49][CH2:48]2)[C:44](=O)[O-:45])=CC=1)([O-])=O. The catalyst is CC#N. The product is [O:32]=[C:26]1[CH:25]([N:18]2[C:17](=[O:33])[C:16]3[C:20](=[CH:21][CH:22]=[CH:23][C:15]=3[CH2:14][NH:13][C:44]([NH:43][CH:47]3[CH2:49][CH2:48]3)=[O:45])[C:19]2=[O:24])[CH2:30][CH2:29][C:28](=[O:31])[NH:27]1. The yield is 0.770.